The task is: Predict the reactants needed to synthesize the given product.. This data is from Full USPTO retrosynthesis dataset with 1.9M reactions from patents (1976-2016). (1) Given the product [Cl:1][C:2]1[CH:3]=[C:4]([C@H:14]2[CH2:15][CH2:16][C:12](=[O:17])[CH2:13]2)[CH:5]=[CH:6][C:7]=1[Cl:8], predict the reactants needed to synthesize it. The reactants are: [Cl:1][C:2]1[CH:3]=[C:4](B(O)O)[CH:5]=[CH:6][C:7]=1[Cl:8].[C:12]1(=[O:17])[CH2:16][CH2:15][CH:14]=[CH:13]1. (2) Given the product [C:17]([C@@H:16]([NH:15][C:12]([C:10]1[CH:9]=[CH:8][CH:7]=[C:6]([S:5][CH2:1][CH:2]([CH3:3])[CH3:4])[N:11]=1)=[O:14])[CH2:20][CH:21]([CH3:23])[CH3:22])(=[O:18])[NH2:19], predict the reactants needed to synthesize it. The reactants are: [CH2:1]([S:5][C:6]1[N:11]=[C:10]([C:12]([OH:14])=O)[CH:9]=[CH:8][CH:7]=1)[CH:2]([CH3:4])[CH3:3].[NH2:15][C@@H:16]([CH2:20][CH:21]([CH3:23])[CH3:22])[C:17]([NH2:19])=[O:18]. (3) Given the product [CH3:1][C:2]1[CH:3]=[C:4]([C:8]([C:10]2[CH:11]=[N:12][C:13]([O:16][CH3:17])=[CH:14][CH:15]=2)=[O:9])[O:5][C:6]=1[CH3:7], predict the reactants needed to synthesize it. The reactants are: [CH3:1][C:2]1[CH:3]=[C:4]([CH:8]([C:10]2[CH:11]=[N:12][C:13]([O:16][CH3:17])=[CH:14][CH:15]=2)[OH:9])[O:5][C:6]=1[CH3:7]. (4) Given the product [O:18]=[C:15]1[CH2:16][CH2:17][N:11]([C:2]2[N:7]=[CH:6][C:5]([B:8]([OH:10])[OH:9])=[CH:4][N:3]=2)[CH2:12][CH2:13][NH:14]1, predict the reactants needed to synthesize it. The reactants are: Cl[C:2]1[N:7]=[CH:6][C:5]([B:8]([OH:10])[OH:9])=[CH:4][N:3]=1.[NH:11]1[CH2:17][CH2:16][C:15](=[O:18])[NH:14][CH2:13][CH2:12]1. (5) The reactants are: [Br:1][C:2]1[C:7]2[N:8]=[C:9]([CH3:23])[N:10]([CH2:11][C:12]3[CH:17]=[CH:16][CH:15]=[C:14]([C:18]([F:21])([F:20])[F:19])[C:13]=3[CH3:22])[C:6]=2[CH:5]=[C:4]([NH2:24])[CH:3]=1.Br[CH2:26][CH2:27][O:28][CH2:29][CH2:30]Br.CCN(C(C)C)C(C)C. Given the product [Br:1][C:2]1[C:7]2[N:8]=[C:9]([CH3:23])[N:10]([CH2:11][C:12]3[CH:17]=[CH:16][CH:15]=[C:14]([C:18]([F:19])([F:21])[F:20])[C:13]=3[CH3:22])[C:6]=2[CH:5]=[C:4]([N:24]2[CH2:30][CH2:29][O:28][CH2:27][CH2:26]2)[CH:3]=1, predict the reactants needed to synthesize it. (6) Given the product [CH3:7][N:8]([CH3:33])[C:9]([CH3:31])([CH3:32])[CH2:10][O:11][C:12]1[CH:21]=[CH:20][CH:19]=[C:18]2[C:13]=1[C:14]([NH:22][C:23]1[CH:28]=[CH:27][C:26]([O:29][CH2:54][C:55]3[N:56]=[CH:57][S:58][CH:59]=3)=[C:25]([CH3:30])[CH:24]=1)=[N:15][CH:16]=[N:17]2, predict the reactants needed to synthesize it. The reactants are: C(=O)([O-])[O-].[K+].[K+].[CH3:7][N:8]([CH3:33])[C:9]([CH3:32])([CH3:31])[CH2:10][O:11][C:12]1[CH:21]=[CH:20][CH:19]=[C:18]2[C:13]=1[C:14]([NH:22][C:23]1[CH:28]=[CH:27][C:26]([OH:29])=[C:25]([CH3:30])[CH:24]=1)=[N:15][CH:16]=[N:17]2.C1OCCOCCOCCOCCOCCOC1.Cl.Cl[CH2:54][C:55]1[N:56]=[CH:57][S:58][CH:59]=1. (7) Given the product [C:10]1([C:9](=[N:7][CH2:6][C:5]([O:4][CH2:1][CH:2]=[CH2:3])=[O:8])[C:16]2[CH:17]=[CH:18][CH:19]=[CH:20][CH:21]=2)[CH:15]=[CH:14][CH:13]=[CH:12][CH:11]=1, predict the reactants needed to synthesize it. The reactants are: [CH2:1]([O:4][C:5](=[O:8])[CH2:6][NH2:7])[CH:2]=[CH2:3].[C:9](=N)([C:16]1[CH:21]=[CH:20][CH:19]=[CH:18][CH:17]=1)[C:10]1[CH:15]=[CH:14][CH:13]=[CH:12][CH:11]=1. (8) Given the product [Cl:41][C:33](=[CH:32][C:31]1[CH:36]=[CH:37][CH:38]=[CH:39][CH:30]=1)[CH:34]([OH:35])[CH:9]([NH:8][C:6](=[O:7])[C:5]1[CH:15]=[CH:16][C:2]([F:1])=[CH:3][C:4]=1[C:17]([F:18])([F:19])[F:20])[C:10]([O:12][CH2:13][CH3:14])=[O:11], predict the reactants needed to synthesize it. The reactants are: [F:1][C:2]1[CH:16]=[CH:15][C:5]([C:6]([NH:8][CH2:9][C:10]([O:12][CH2:13][CH3:14])=[O:11])=[O:7])=[C:4]([C:17]([F:20])([F:19])[F:18])[CH:3]=1.C([N-]C(C)C)(C)C.[Li+].Cl[C:30]1[CH:39]=[CH:38][CH:37]=[CH:36][C:31]=1[CH:32]=[CH:33][CH:34]=[O:35].[NH4+].[Cl-:41].